The task is: Predict the product of the given reaction.. This data is from Forward reaction prediction with 1.9M reactions from USPTO patents (1976-2016). (1) Given the reactants FC(F)(F)C([NH:5][CH2:6][CH2:7][O:8][C:9]1[CH:14]=[CH:13][CH:12]=[C:11]([C:15]#[C:16][C:17]2([OH:24])[CH2:23][CH2:22][CH2:21][CH2:20][CH2:19][CH2:18]2)[CH:10]=1)=O.C([O-])([O-])=O.[K+].[K+], predict the reaction product. The product is: [NH2:5][CH2:6][CH2:7][O:8][C:9]1[CH:10]=[C:11]([C:15]#[C:16][C:17]2([OH:24])[CH2:23][CH2:22][CH2:21][CH2:20][CH2:19][CH2:18]2)[CH:12]=[CH:13][CH:14]=1. (2) The product is: [CH3:1][O:2][C:3]([C:4]1[CH:9]=[CH:8][C:7]2[N:10]([CH3:29])[C:11]([NH:14][C:15]3[S:16][C:17]4[CH:23]=[C:22]([O:24][C:25]([F:28])([F:26])[F:27])[CH:21]=[CH:20][C:18]=4[N:19]=3)=[N:12][C:6]=2[CH:5]=1)=[O:13]. Given the reactants [CH3:1][O:2][C:3](=[O:13])[C:4]1[CH:9]=[CH:8][C:7]([NH:10][CH3:11])=[C:6]([NH2:12])[CH:5]=1.[NH2:14][C:15]1[S:16][C:17]2[CH:23]=[C:22]([O:24][C:25]([F:28])([F:27])[F:26])[CH:21]=[CH:20][C:18]=2[N:19]=1.[C:29](N1C=CN=C1)(N1C=CN=C1)=S, predict the reaction product. (3) Given the reactants [OH:1][CH2:2][CH2:3][N:4]1[CH2:9][CH2:8][O:7][CH2:6][CH2:5]1.CN(C)CCO[C:15]1[CH:20]=[C:19]([B:21]([OH:23])[OH:22])[CH:18]=[CH:17][N:16]=1, predict the reaction product. The product is: [N:4]1([CH2:3][CH2:2][O:1][C:15]2[CH:20]=[C:19]([B:21]([OH:23])[OH:22])[CH:18]=[CH:17][N:16]=2)[CH2:9][CH2:8][O:7][CH2:6][CH2:5]1. (4) Given the reactants [CH3:1][O:2][C:3](=[O:11])[C:4]1[CH:9]=[CH:8][C:7]([NH2:10])=[CH:6][CH:5]=1.[I:12](Cl)(=O)=O.I(Cl)(=O)=O.C([N+](C)(C)C)C1C=CC=CC=1, predict the reaction product. The product is: [CH3:1][O:2][C:3](=[O:11])[C:4]1[CH:9]=[CH:8][C:7]([NH2:10])=[C:6]([I:12])[CH:5]=1. (5) Given the reactants [CH2:1]([O:8][CH2:9][CH:10]1[CH:15]=[CH:14][N:13](C(=O)C(C)(C)C)[CH:12]=[C:11]1[CH:22]1[CH2:26][CH2:25][CH2:24][N:23]1[CH3:27])[C:2]1[CH:7]=[CH:6][CH:5]=[CH:4][CH:3]=1.[S], predict the reaction product. The product is: [CH2:1]([O:8][CH2:9][C:10]1[CH:15]=[CH:14][N:13]=[CH:12][C:11]=1[CH:22]1[CH2:26][CH2:25][CH2:24][N:23]1[CH3:27])[C:2]1[CH:3]=[CH:4][CH:5]=[CH:6][CH:7]=1. (6) Given the reactants [OH:1][C:2]1[CH:3]=[C:4]([CH2:16][C:17]([OH:19])=[O:18])[CH:5]=[CH:6][C:7]=1[O:8][CH2:9][C:10]1[CH:15]=[CH:14][CH:13]=[CH:12][CH:11]=1.[C:20]1(B(O)O)C=CC=CC=1.O.C(OCC)C, predict the reaction product. The product is: [CH2:9]([O:8][C:7]1[C:2]([OH:1])=[C:3]2[C:4]([CH2:16][C:17](=[O:19])[O:18][CH2:20]2)=[CH:5][CH:6]=1)[C:10]1[CH:15]=[CH:14][CH:13]=[CH:12][CH:11]=1. (7) Given the reactants [Cl:1][C:2]1[CH:3]=[C:4]([C:8]2[N:9]([CH2:23][C:24]3[CH:29]=[C:28]([Cl:30])[CH:27]=[CH:26][C:25]=3[Cl:31])[C:10]([C:19]([O:21]C)=[O:20])=[C:11]([CH2:13][N:14]([CH2:17][CH3:18])[CH2:15][CH3:16])[N:12]=2)[CH:5]=[N:6][CH:7]=1.[OH-].[Na+].Cl, predict the reaction product. The product is: [Cl:1][C:2]1[CH:3]=[C:4]([C:8]2[N:9]([CH2:23][C:24]3[CH:29]=[C:28]([Cl:30])[CH:27]=[CH:26][C:25]=3[Cl:31])[C:10]([C:19]([OH:21])=[O:20])=[C:11]([CH2:13][N:14]([CH2:15][CH3:16])[CH2:17][CH3:18])[N:12]=2)[CH:5]=[N:6][CH:7]=1. (8) Given the reactants [CH2:1]([OH:8])[C:2]1[CH:7]=[CH:6][CH:5]=[CH:4][CH:3]=1.[H-].[Na+].F[C:12]1[CH:17]=[CH:16][C:15]([N+:18]([O-:20])=[O:19])=[C:14]([CH2:21][C:22](OC)([O:24]C)[CH3:23])[C:13]=1[F:28], predict the reaction product. The product is: [C:22]([CH2:21][C:14]1[C:13]([F:28])=[C:12]([O:8][CH2:1][C:2]2[CH:7]=[CH:6][CH:5]=[CH:4][CH:3]=2)[CH:17]=[CH:16][C:15]=1[N+:18]([O-:20])=[O:19])(=[O:24])[CH3:23].